From a dataset of Tyrosyl-DNA phosphodiesterase HTS with 341,365 compounds. Binary Classification. Given a drug SMILES string, predict its activity (active/inactive) in a high-throughput screening assay against a specified biological target. The result is 0 (inactive). The drug is S(=O)(=O)(N(CCCC(=O)NCCc1ccccc1)C)c1ccc([N+]([O-])=O)cc1.